Dataset: Forward reaction prediction with 1.9M reactions from USPTO patents (1976-2016). Task: Predict the product of the given reaction. Given the reactants CN(C(ON1N=NC2C=CC=NC1=2)=[N+](C)C)C.F[P-](F)(F)(F)(F)F.[I:25][C:26]1[CH:34]=[CH:33][C:29]([C:30](O)=[O:31])=[C:28]([NH:35][S:36]([C:39]2[C:40]3[N:41]=[CH:42][CH:43]=[N:44][C:45]=3[CH:46]=[CH:47][CH:48]=2)(=[O:38])=[O:37])[CH:27]=1.[OH:49][CH:50]1[CH2:55][CH2:54][NH:53][CH2:52][CH2:51]1, predict the reaction product. The product is: [OH:49][CH:50]1[CH2:55][CH2:54][N:53]([C:30]([C:29]2[CH:33]=[CH:34][C:26]([I:25])=[CH:27][C:28]=2[NH:35][S:36]([C:39]2[C:40]3[N:41]=[CH:42][CH:43]=[N:44][C:45]=3[CH:46]=[CH:47][CH:48]=2)(=[O:38])=[O:37])=[O:31])[CH2:52][CH2:51]1.